From a dataset of Forward reaction prediction with 1.9M reactions from USPTO patents (1976-2016). Predict the product of the given reaction. (1) Given the reactants [Cl:1][C:2]1[C:3]([OH:12])=[C:4]([O:10][CH3:11])[CH:5]=[C:6]([CH:9]=1)[CH:7]=[O:8].C(=O)([O-])[O-].[Cs+].[Cs+].Br[CH2:20][C:21]([O:23][CH2:24][CH3:25])=[O:22], predict the reaction product. The product is: [Cl:1][C:2]1[CH:9]=[C:6]([CH:7]=[O:8])[CH:5]=[C:4]([O:10][CH3:11])[C:3]=1[O:12][CH2:20][C:21]([O:23][CH2:24][CH3:25])=[O:22]. (2) Given the reactants [NH2:1][NH:2][C:3]([C:5]1[C:10]([C:11]([F:14])([F:13])[F:12])=[CH:9][CH:8]=[CH:7][N:6]=1)=[NH:4].[Br:15][C:16]1[CH:17]=[CH:18][C:19]([O:24][CH3:25])=[C:20]([CH:23]=1)[CH:21]=O, predict the reaction product. The product is: [Br:15][C:16]1[CH:17]=[CH:18][C:19]([O:24][CH3:25])=[C:20]([C:21]2[NH:1][N:2]=[C:3]([C:5]3[C:10]([C:11]([F:12])([F:13])[F:14])=[CH:9][CH:8]=[CH:7][N:6]=3)[N:4]=2)[CH:23]=1. (3) Given the reactants [Li][CH2:2][CH2:3][CH2:4][CH3:5].[Cl:6][C:7]1[CH:12]=[CH:11][C:10]([O:13][C:14]2[CH:21]=CC(C=O)=[CH:16][CH:15]=2)=[CH:9][C:8]=1[C:22]([F:25])([F:24])[F:23], predict the reaction product. The product is: [CH:4]([C:3]1[CH:2]=[CH:21][C:14]([O:13][C:10]2[CH:11]=[CH:12][C:7]([Cl:6])=[C:8]([C:22]([F:24])([F:23])[F:25])[CH:9]=2)=[CH:15][CH:16]=1)=[CH2:5].